Dataset: Forward reaction prediction with 1.9M reactions from USPTO patents (1976-2016). Task: Predict the product of the given reaction. (1) Given the reactants [CH:1]([N:4]1[C:9](=[O:10])[CH:8]=[CH:7][C:6]([C:11]2[N:12]=[C:13]([C:25]#[N:26])[C:14](C#N)=[N:15][C:16]=2[C:17]2[CH:22]=[CH:21][CH:20]=[CH:19][CH:18]=2)=[N:5]1)([CH3:3])[CH3:2].N.[CH3:28][OH:29], predict the reaction product. The product is: [CH:1]([N:4]1[C:9](=[O:10])[CH:8]=[CH:7][C:6]([C:11]2[N:12]=[C:13]([C:25]#[N:26])[C:14]([O:29][CH3:28])=[N:15][C:16]=2[C:17]2[CH:18]=[CH:19][CH:20]=[CH:21][CH:22]=2)=[N:5]1)([CH3:2])[CH3:3]. (2) Given the reactants CS(C1C=CC(CCC)=C(C=1)N)(=O)=O.[CH3:15][C:16]1[CH:21]=[CH:20][C:19]([S:22]([C:25]2[CH:30]=[CH:29][CH:28]=[CH:27][CH:26]=2)(=[O:24])=[O:23])=[CH:18][C:17]=1[N+:31]([O-])=O.CS(C1C=CC(Br)=CC=1)(=O)=O, predict the reaction product. The product is: [CH3:15][C:16]1[CH:21]=[CH:20][C:19]([S:22]([C:25]2[CH:26]=[CH:27][CH:28]=[CH:29][CH:30]=2)(=[O:24])=[O:23])=[CH:18][C:17]=1[NH2:31]. (3) Given the reactants [F:1][C:2]1[C:7]([F:8])=[CH:6][CH:5]=[CH:4][C:3]=1[C@:9]1([CH2:16][F:17])[CH:14]=[CH:13][S:12][C:11]([NH2:15])=[N:10]1.[C:18](O[C:18]([O:20][C:21]([CH3:24])([CH3:23])[CH3:22])=[O:19])([O:20][C:21]([CH3:24])([CH3:23])[CH3:22])=[O:19], predict the reaction product. The product is: [C:21]([O:20][C:18](=[O:19])[NH:15][C:11]1[S:12][CH:13]=[CH:14][C@:9]([C:3]2[CH:4]=[CH:5][CH:6]=[C:7]([F:8])[C:2]=2[F:1])([CH2:16][F:17])[N:10]=1)([CH3:24])([CH3:23])[CH3:22].